From a dataset of Peptide-MHC class II binding affinity with 134,281 pairs from IEDB. Regression. Given a peptide amino acid sequence and an MHC pseudo amino acid sequence, predict their binding affinity value. This is MHC class II binding data. (1) The peptide sequence is KGDEQKLRSAGEVEI. The MHC is HLA-DQA10102-DQB10502 with pseudo-sequence HLA-DQA10102-DQB10502. The binding affinity (normalized) is 0. (2) The peptide sequence is EKKYFAATTFEPLAA. The MHC is HLA-DQA10101-DQB10501 with pseudo-sequence HLA-DQA10101-DQB10501. The binding affinity (normalized) is 0.409. (3) The peptide sequence is GLFNPMILAAGLIACDPNR. The MHC is DRB4_0101 with pseudo-sequence DRB4_0103. The binding affinity (normalized) is 0.349. (4) The peptide sequence is GELQIVDKIDAAFKC. The MHC is DRB1_0101 with pseudo-sequence DRB1_0101. The binding affinity (normalized) is 0.347. (5) The peptide sequence is EDDLLNRNNTFKPFA. The MHC is DRB1_1001 with pseudo-sequence DRB1_1001. The binding affinity (normalized) is 0.550. (6) The peptide sequence is RLKGESRKTFVELMR. The MHC is DRB5_0101 with pseudo-sequence DRB5_0101. The binding affinity (normalized) is 0.484. (7) The peptide sequence is EKIYFAATQFEPLAA. The MHC is DRB1_0101 with pseudo-sequence DRB1_0101. The binding affinity (normalized) is 0.731. (8) The peptide sequence is GGSILKISNKFHTKG. The MHC is HLA-DQA10301-DQB10302 with pseudo-sequence HLA-DQA10301-DQB10302. The binding affinity (normalized) is 0.0433.